Dataset: Reaction yield outcomes from USPTO patents with 853,638 reactions. Task: Predict the reaction yield, written as a fraction of the theoretical maximum amount of product (1.0 means a 100% yield; for example, 0.34 means a 34% yield). (1) The reactants are [C:1]1([C:7]2[CH:8]=[C:9]([CH:14]=[CH:15][N:16]=2)[C:10]([O:12][CH3:13])=[O:11])[CH:6]=[CH:5][CH:4]=[CH:3][CH:2]=1.[ClH:17]. The catalyst is CO.[Pt](=O)=O. The product is [ClH:17].[CH:1]1([CH:7]2[CH2:8][CH:9]([C:10]([O:12][CH3:13])=[O:11])[CH2:14][CH2:15][NH:16]2)[CH2:2][CH2:3][CH2:4][CH2:5][CH2:6]1. The yield is 0.890. (2) The reactants are CCOC(/N=N/C(OCC)=O)=O.C1(P(C2C=CC=CC=2)C2C=CC=CC=2)C=CC=CC=1.[Br:32][C:33]1[CH:34]=[N:35][NH:36][CH:37]=1.[C:38]([O:42][C:43](=[O:49])[N:44]([CH2:46][CH2:47]O)[CH3:45])([CH3:41])([CH3:40])[CH3:39]. The catalyst is C1COCC1. The product is [C:38]([O:42][C:43](=[O:49])[N:44]([CH2:46][CH2:47][N:35]1[CH:34]=[C:33]([Br:32])[CH:37]=[N:36]1)[CH3:45])([CH3:41])([CH3:40])[CH3:39]. The yield is 0.870. (3) The reactants are [C:1]([O:4][C:5]1[CH:10]=[CH:9][C:8]([C:11]2[N:12]=[C:13]([CH2:18][C:19]3[CH:24]=[CH:23][CH:22]=[CH:21][CH:20]=3)[C:14]([NH2:17])=[N:15][CH:16]=2)=[CH:7][CH:6]=1)(=[O:3])[CH3:2].C(N([CH2:30][CH3:31])CC)C.[I:32][C:33]1[CH:43]=[CH:42][C:36]([CH2:37][S:38](Cl)(=[O:40])=[O:39])=[CH:35][CH:34]=1.Cl. The catalyst is ClCCl. The product is [C:1]([O:4][C:5]1[CH:6]=[CH:7][C:8]([C:11]2[N:12]=[C:13]([CH2:18][C:19]3[CH:24]=[CH:23][CH:22]=[CH:21][CH:20]=3)[C:14]([N:17]([S:38]([CH2:37][C:31]3[CH:30]=[CH:43][C:33]([I:32])=[CH:34][CH:35]=3)(=[O:40])=[O:39])[S:38]([CH2:37][C:36]3[CH:42]=[CH:43][C:33]([I:32])=[CH:34][CH:35]=3)(=[O:40])=[O:39])=[N:15][CH:16]=2)=[CH:9][CH:10]=1)(=[O:3])[CH3:2]. The yield is 0.318.